Dataset: Tyrosyl-DNA phosphodiesterase HTS with 341,365 compounds. Task: Binary Classification. Given a drug SMILES string, predict its activity (active/inactive) in a high-throughput screening assay against a specified biological target. The drug is Clc1sc(S(=O)(=O)NCc2cc3CCN(c3cc2)C(=O)C)cc1. The result is 0 (inactive).